This data is from Catalyst prediction with 721,799 reactions and 888 catalyst types from USPTO. The task is: Predict which catalyst facilitates the given reaction. Reactant: [F:1][C:2]([F:9])([F:8])[C:3]1[CH:7]=[CH:6][NH:5][N:4]=1.[N+]([O-])([O-])=O.[NH4+].[Ce].[Ce].[Br:17]Br. Product: [Br:17][C:7]1[C:3]([C:2]([F:9])([F:8])[F:1])=[N:4][NH:5][CH:6]=1. The catalyst class is: 10.